From a dataset of Peptide-MHC class I binding affinity with 185,985 pairs from IEDB/IMGT. Regression. Given a peptide amino acid sequence and an MHC pseudo amino acid sequence, predict their binding affinity value. This is MHC class I binding data. (1) The peptide sequence is TPKKPNSAL. The MHC is HLA-A31:01 with pseudo-sequence HLA-A31:01. The binding affinity (normalized) is 0.0847. (2) The peptide sequence is RTSKAALER. The MHC is HLA-B08:01 with pseudo-sequence HLA-B08:01. The binding affinity (normalized) is 0. (3) The peptide sequence is RNIVNRLL. The MHC is H-2-Kb with pseudo-sequence H-2-Kb. The binding affinity (normalized) is 0.257. (4) The peptide sequence is FKYDSTKPL. The MHC is HLA-B27:03 with pseudo-sequence HLA-B27:03. The binding affinity (normalized) is 0.0847. (5) The peptide sequence is TLAYTYEAY. The MHC is Mamu-A20102 with pseudo-sequence Mamu-A20102. The binding affinity (normalized) is 0.178. (6) The peptide sequence is SSFDYCGTDH. The MHC is HLA-A33:01 with pseudo-sequence HLA-A33:01. The binding affinity (normalized) is 0.0159. (7) The peptide sequence is LYEASTTYL. The MHC is HLA-A30:02 with pseudo-sequence HLA-A30:02. The binding affinity (normalized) is 0.213. (8) The peptide sequence is ASLPTYLSSR. The MHC is HLA-A31:01 with pseudo-sequence HLA-A31:01. The binding affinity (normalized) is 0.812.